From a dataset of Reaction yield outcomes from USPTO patents with 853,638 reactions. Predict the reaction yield, written as a fraction of the theoretical maximum amount of product (1.0 means a 100% yield; for example, 0.34 means a 34% yield). (1) The reactants are [Cl:1][C:2]1[CH:7]=[C:6]([Cl:8])[CH:5]=[CH:4][C:3]=1[N:9]1[C:14]2=[N:15][C:16]3[CH:21]=[CH:20][CH:19]=[C:18]([C:22]([N:24]4[CH2:27][CH:26]([OH:28])[CH2:25]4)=O)[C:17]=3[N:13]2[CH2:12][CH2:11][CH2:10]1.[B].O1CCCC1.[Cl-].[NH4+]. No catalyst specified. The product is [Cl:1][C:2]1[CH:7]=[C:6]([Cl:8])[CH:5]=[CH:4][C:3]=1[N:9]1[C:14]2=[N:15][C:16]3[CH:21]=[CH:20][CH:19]=[C:18]([CH2:22][N:24]4[CH2:27][CH:26]([OH:28])[CH2:25]4)[C:17]=3[N:13]2[CH2:12][CH2:11][CH2:10]1. The yield is 0.630. (2) The reactants are O.O.Cl.[NH2:4][C:5]1[N:14]=[C:13]([NH2:15])[C:12]2[C:7](=[N:8][CH:9]=[C:10]([CH2:16][N:17]([CH3:27])[C:18]3[CH:26]=[CH:25][C:21](C(O)=O)=[CH:20][CH:19]=3)[N:11]=2)[N:6]=1.NC1N=C(N)C2C(=NC=C(CN(C3C=CC([C:47](O)=[O:48])=CC=3)C)N=2)N=1.O.O.C(P(=O)(OCC)OCC)#N.CCN(C(C)C)C(C)C.C(O)(=O)C.[CH2:77]([O:79][C:80](=[O:96])[C@@H:81]([O:83][P:84]([CH2:93][CH2:94][NH2:95])([O:86][C:87]1[CH:92]=[CH:91][CH:90]=[CH:89][CH:88]=1)=[O:85])[CH3:82])[CH3:78]. The catalyst is CN(C=O)C. The product is [CH2:77]([O:79][C:80](=[O:96])[CH:81]([O:83][P:84]([CH2:93][CH2:94][NH:95][C:47](=[O:48])[C:21]1[CH:20]=[CH:19][C:18]([N:17]([CH2:16][C:10]2[N:11]=[C:12]3[C:7](=[N:8][CH:9]=2)[N:6]=[C:5]([NH2:4])[N:14]=[C:13]3[NH2:15])[CH3:27])=[CH:26][CH:25]=1)([O:86][C:87]1[CH:92]=[CH:91][CH:90]=[CH:89][CH:88]=1)=[O:85])[CH3:82])[CH3:78]. The yield is 0.650. (3) The reactants are [N:1]1([CH2:6][C:7]([C:9]2[S:10][CH:11]=[CH:12][CH:13]=2)=[O:8])[CH:5]=[CH:4][N:3]=[CH:2]1.[BH4-].[Na+].C(OCC)C. The catalyst is CO. The product is [N:1]1([CH2:6][CH:7]([C:9]2[S:10][CH:11]=[CH:12][CH:13]=2)[OH:8])[CH:5]=[CH:4][N:3]=[CH:2]1. The yield is 0.770.